This data is from Catalyst prediction with 721,799 reactions and 888 catalyst types from USPTO. The task is: Predict which catalyst facilitates the given reaction. (1) Product: [CH3:1][C:2]1[CH:7]=[C:6]([C:8]2[CH:13]=[CH:12][N:11]=[C:10]([CH3:14])[CH:9]=2)[CH:5]=[CH:4][C:3]=1[CH2:15][N:16]1[CH2:17][CH2:18][N:19]([C:22]([O:23][N:24]2[C:28](=[O:29])[CH2:27][CH2:26][C:25]2=[O:30])=[O:31])[CH2:20][CH2:21]1. Reactant: [CH3:1][C:2]1[CH:7]=[C:6]([C:8]2[CH:13]=[CH:12][N:11]=[C:10]([CH3:14])[CH:9]=2)[CH:5]=[CH:4][C:3]=1[CH2:15][N:16]1[CH2:21][CH2:20][NH:19][CH2:18][CH2:17]1.[C:22](=O)([O:31]N1C(=O)CCC1=O)[O:23][N:24]1[C:28](=[O:29])[CH2:27][CH2:26][C:25]1=[O:30].C(N(CC)CC)C. The catalyst class is: 23. (2) The catalyst class is: 773. Product: [Cl:1][C:2]1[C:34]([C:35]([F:36])([F:37])[F:38])=[CH:33][CH:32]=[CH:31][C:3]=1[C:4]([NH:6][CH:7]([C:14]1([N:19]([CH2:21][CH2:22][OH:23])[CH3:20])[CH2:18][CH2:17][CH2:16][CH2:15]1)[C:8]1[CH:9]=[CH:10][CH:11]=[CH:12][CH:13]=1)=[O:5]. Reactant: [Cl:1][C:2]1[C:34]([C:35]([F:38])([F:37])[F:36])=[CH:33][CH:32]=[CH:31][C:3]=1[C:4]([NH:6][CH:7]([C:14]1([N:19]([CH2:21][CH2:22][O:23][Si](C(C)(C)C)(C)C)[CH3:20])[CH2:18][CH2:17][CH2:16][CH2:15]1)[C:8]1[CH:13]=[CH:12][CH:11]=[CH:10][CH:9]=1)=[O:5].[F-].C([N+](CCCC)(CCCC)CCCC)CCC. (3) Reactant: F[C:2]1[CH:9]=[CH:8][C:5]([C:6]#[N:7])=[C:4]([CH3:10])[CH:3]=1.[C:11]([O:15][C:16]([N:18]1[CH2:23][CH2:22][CH:21]([OH:24])[CH2:20][CH2:19]1)=[O:17])([CH3:14])([CH3:13])[CH3:12].[H-].[Na+]. Product: [C:11]([O:15][C:16]([N:18]1[CH2:23][CH2:22][CH:21]([O:24][C:2]2[CH:9]=[CH:8][C:5]([C:6]#[N:7])=[C:4]([CH3:10])[CH:3]=2)[CH2:20][CH2:19]1)=[O:17])([CH3:14])([CH3:12])[CH3:13]. The catalyst class is: 3. (4) Reactant: [CH3:1][O:2][C:3]1[CH:4]=[CH:5][C:6]([CH3:14])=[C:7]([CH:13]=1)[C:8]([O:10][CH2:11][CH3:12])=[O:9].[Br:15]N1C(=O)CCC1=O.C(OOC(=O)C1C=CC=CC=1)(=O)C1C=CC=CC=1. Product: [Br:15][CH2:14][C:6]1[CH:5]=[CH:4][C:3]([O:2][CH3:1])=[CH:13][C:7]=1[C:8]([O:10][CH2:11][CH3:12])=[O:9]. The catalyst class is: 53. (5) Reactant: [CH2:1]([C:3]1[N:7]([C:8]2[N:9]=[C:10]([N:19]3[CH2:24][CH2:23][O:22][CH2:21][CH2:20]3)[C:11]3[N:16]=[C:15]([CH:17]=[O:18])[S:14][C:12]=3[N:13]=2)[C:6]2[CH:25]=[CH:26][CH:27]=[CH:28][C:5]=2[N:4]=1)[CH3:2].CO.[BH4-].[Na+]. Product: [CH2:1]([C:3]1[N:7]([C:8]2[N:9]=[C:10]([N:19]3[CH2:24][CH2:23][O:22][CH2:21][CH2:20]3)[C:11]3[N:16]=[C:15]([CH2:17][OH:18])[S:14][C:12]=3[N:13]=2)[C:6]2[CH:25]=[CH:26][CH:27]=[CH:28][C:5]=2[N:4]=1)[CH3:2]. The catalyst class is: 26. (6) Reactant: [C:1]([C:3]1[CH:4]=[CH:5][C:6]([C:9]2(O)[CH2:14][CH2:13][N:12]([C:15]([O:17][C:18]([CH3:21])([CH3:20])[CH3:19])=[O:16])[CH2:11][CH2:10]2)=[N:7][CH:8]=1)#[N:2].P(Cl)(Cl)(Cl)=O. Product: [C:1]([C:3]1[CH:4]=[CH:5][C:6]([C:9]2[CH2:14][CH2:13][N:12]([C:15]([O:17][C:18]([CH3:21])([CH3:20])[CH3:19])=[O:16])[CH2:11][CH:10]=2)=[N:7][CH:8]=1)#[N:2]. The catalyst class is: 17. (7) Reactant: [CH3:1][Mg]Br.[Br:4][C:5]1[CH:6]=[C:7]([C:11](=[O:16])[C:12]([F:15])([F:14])[F:13])[CH:8]=[CH:9][CH:10]=1.O.Cl. Product: [Br:4][C:5]1[CH:6]=[C:7]([C:11]([OH:16])([CH3:1])[C:12]([F:14])([F:15])[F:13])[CH:8]=[CH:9][CH:10]=1. The catalyst class is: 385.